Dataset: Full USPTO retrosynthesis dataset with 1.9M reactions from patents (1976-2016). Task: Predict the reactants needed to synthesize the given product. (1) Given the product [CH3:8][C:9]1([CH3:11])[O:5][CH2:4][CH:3]([CH2:6][OH:7])[CH2:2][O:1]1, predict the reactants needed to synthesize it. The reactants are: [OH:1][CH2:2][CH:3]([CH2:6][OH:7])[CH2:4][OH:5].[CH3:8][C:9]([CH3:11])=O.Cl(O)(=O)(=O)=O.N. (2) The reactants are: [F:1][C:2]1[CH:35]=[CH:34][C:5]([C:6]([N:8]([CH2:16][C:17]2[CH:22]=[C:21]([C:23]3[CH:28]=[C:27]([CH3:29])[C:26]([N+:30]([O-:32])=[O:31])=[CH:25][N:24]=3)[CH:20]=[CH:19][C:18]=2[F:33])[CH2:9][CH2:10][N:11]2[CH2:15][CH2:14][CH2:13][CH2:12]2)=[O:7])=[CH:4][CH:3]=1.CO[CH:38](OC)[N:39]([CH3:41])[CH3:40]. Given the product [CH3:38][N:39]([CH3:41])/[CH:40]=[CH:29]/[C:27]1[C:26]([N+:30]([O-:32])=[O:31])=[CH:25][N:24]=[C:23]([C:21]2[CH:20]=[CH:19][C:18]([F:33])=[C:17]([CH:22]=2)[CH2:16][N:8]([CH2:9][CH2:10][N:11]2[CH2:12][CH2:13][CH2:14][CH2:15]2)[C:6](=[O:7])[C:5]2[CH:34]=[CH:35][C:2]([F:1])=[CH:3][CH:4]=2)[CH:28]=1, predict the reactants needed to synthesize it. (3) Given the product [BrH:1].[Br:19][C:16]1[N:17]=[CH:18][C:13]2[N:14]([CH:2]=[C:3]([C:5]3[CH:10]=[CH:9][C:8]([Br:11])=[CH:7][CH:6]=3)[N:12]=2)[CH:15]=1, predict the reactants needed to synthesize it. The reactants are: [Br:1][CH2:2][C:3]([C:5]1[CH:10]=[CH:9][C:8]([Br:11])=[CH:7][CH:6]=1)=O.[NH2:12][C:13]1[CH:18]=[N:17][C:16]([Br:19])=[CH:15][N:14]=1. (4) Given the product [OH:39][CH2:38][CH2:37][N:36]([CH2:40][CH2:41][OH:42])[C:31]([C:28]1[N:20]2[C:19]([CH2:18][N:17]([C:15](=[O:16])[C:14]3[CH:34]=[CH:35][C:11]([C:1]4[C:10]5[C:5](=[CH:6][CH:7]=[CH:8][CH:9]=5)[CH:4]=[CH:3][CH:2]=4)=[CH:12][CH:13]=3)[C:23]3[CH:24]=[CH:25][CH:26]=[CH:27][C:22]=3[CH2:21]2)=[CH:30][CH:29]=1)=[O:32], predict the reactants needed to synthesize it. The reactants are: [C:1]1([C:11]2[CH:35]=[CH:34][C:14]([C:15]([N:17]3[C:23]4[CH:24]=[CH:25][CH:26]=[CH:27][C:22]=4[CH2:21][N:20]4[C:28]([C:31](O)=[O:32])=[CH:29][CH:30]=[C:19]4[CH2:18]3)=[O:16])=[CH:13][CH:12]=2)[C:10]2[C:5](=[CH:6][CH:7]=[CH:8][CH:9]=2)[CH:4]=[CH:3][CH:2]=1.[NH:36]([CH2:40][CH2:41][OH:42])[CH2:37][CH2:38][OH:39]. (5) Given the product [Cl:1][C:2]1[CH:7]=[CH:6][C:5]([Cl:8])=[CH:4][C:3]=1[CH:9]([C:21]1[CH:22]=[CH:23][C:24]([S:27]([CH3:30])(=[O:28])=[O:29])=[CH:25][CH:26]=1)[CH2:10]/[C:11](/[C:13]1[CH:14]=[CH:15][C:16](=[O:20])[N:17]([CH3:19])[CH:18]=1)=[N:32]\[OH:33], predict the reactants needed to synthesize it. The reactants are: [Cl:1][C:2]1[CH:7]=[CH:6][C:5]([Cl:8])=[CH:4][C:3]=1[CH:9]([C:21]1[CH:26]=[CH:25][C:24]([S:27]([CH3:30])(=[O:29])=[O:28])=[CH:23][CH:22]=1)[CH2:10][C:11]([C:13]1[CH:14]=[CH:15][C:16](=[O:20])[N:17]([CH3:19])[CH:18]=1)=O.Cl.[NH2:32][OH:33].C(=O)([O-])O.[Na+]. (6) Given the product [CH2:5]([S:12]([C:15]1[N:16]([CH2:2][CH2:3][OH:4])[CH:17]=[C:18]([C:20]2[CH:25]=[CH:24][CH:23]=[C:22]([CH3:26])[N:21]=2)[N:19]=1)(=[O:14])=[O:13])[C:6]1[CH:7]=[CH:8][CH:9]=[CH:10][CH:11]=1, predict the reactants needed to synthesize it. The reactants are: Br[CH2:2][CH2:3][OH:4].[CH2:5]([S:12]([C:15]1[NH:16][CH:17]=[C:18]([C:20]2[CH:25]=[CH:24][CH:23]=[C:22]([CH3:26])[N:21]=2)[N:19]=1)(=[O:14])=[O:13])[C:6]1[CH:11]=[CH:10][CH:9]=[CH:8][CH:7]=1.